Dataset: Full USPTO retrosynthesis dataset with 1.9M reactions from patents (1976-2016). Task: Predict the reactants needed to synthesize the given product. (1) The reactants are: [CH:1](=[N:8]/[OH:9])\[C:2]1[CH:7]=[CH:6][CH:5]=[CH:4][CH:3]=1.[Cl:10]N1C(=O)CCC1=O. Given the product [OH:9]/[N:8]=[C:1](\[Cl:10])/[C:2]1[CH:7]=[CH:6][CH:5]=[CH:4][CH:3]=1, predict the reactants needed to synthesize it. (2) Given the product [Cl:13][C:9]1[CH:8]=[C:7]([NH:6][CH2:5][C:4]([NH:16][NH2:17])=[O:3])[CH:12]=[CH:11][CH:10]=1, predict the reactants needed to synthesize it. The reactants are: C([O:3][C:4](=O)[CH2:5][NH:6][C:7]1[CH:12]=[CH:11][CH:10]=[C:9]([Cl:13])[CH:8]=1)C.O.[NH2:16][NH2:17]. (3) Given the product [Cl:1][C:2]1[C:7]([C:8]([F:11])([F:10])[F:9])=[CH:6][CH:5]=[CH:4][C:3]=1[CH2:12][C:13]([N:15]1[C:23]2[C:18](=[CH:19][CH:20]=[C:21]([N:24]3[CH2:25][C@H:26]([CH3:32])[N:27]([CH3:31])[C@H:28]([CH3:30])[CH2:29]3)[CH:22]=2)[CH:17]=[CH:16]1)=[O:14], predict the reactants needed to synthesize it. The reactants are: [Cl:1][C:2]1[C:7]([C:8]([F:11])([F:10])[F:9])=[CH:6][CH:5]=[CH:4][C:3]=1[CH2:12][C:13]([N:15]1[C:23]2[C:18](=[CH:19][CH:20]=[C:21]([N:24]3[CH2:29][C@H:28]([CH3:30])[N:27]([CH3:31])[C@H:26]([CH3:32])[CH2:25]3)[CH:22]=2)[CH2:17][CH2:16]1)=[O:14].ClC1C(=O)C(C#N)=C(C#N)C(=O)C=1Cl.